From a dataset of Forward reaction prediction with 1.9M reactions from USPTO patents (1976-2016). Predict the product of the given reaction. (1) The product is: [C:1]([O:5][C:6](=[O:18])[CH2:7][N:8]1[C:9](=[O:17])[C:10]2[C:11](=[CH:12][CH:13]=[CH:14][CH:15]=2)[NH:16][C:20]1=[O:22])([CH3:4])([CH3:2])[CH3:3]. Given the reactants [C:1]([O:5][C:6](=[O:18])[CH2:7][NH:8][C:9](=[O:17])[C:10]1[CH:15]=[CH:14][CH:13]=[CH:12][C:11]=1[NH2:16])([CH3:4])([CH3:3])[CH3:2].Cl[C:20](Cl)([O:22]C(=O)OC(Cl)(Cl)Cl)Cl.C(N(CC)CC)C.O, predict the reaction product. (2) Given the reactants [Cl:1][C:2]1[N:7]=[C:6](Cl)[CH:5]=[C:4]([Cl:9])[N:3]=1.[C:10]([NH2:14])([CH3:13])([CH3:12])[CH3:11].C(=O)([O-])[O-].[K+].[K+], predict the reaction product. The product is: [C:10]([NH:14][C:6]1[CH:5]=[C:4]([Cl:9])[N:3]=[C:2]([Cl:1])[N:7]=1)([CH3:13])([CH3:12])[CH3:11]. (3) Given the reactants [C:1]([O:4][C@@H:5]([C@H:16]1[C@H:21]([NH:22][C:23](=[O:25])[CH3:24])[C@@H:20]([N:26]=[N+]=[N-])[CH:19]=[C:18]([C:29]([O:31][CH3:32])=[O:30])[O:17]1)[C@H:6]([O:12][C:13](=[O:15])[CH3:14])[CH2:7][O:8][C:9](=[O:11])[CH3:10])(=[O:3])[CH3:2].[C:33]([O:37][C:38]([NH:40][C:41](=[N:47][C:48](=[O:54])[O:49][C:50]([CH3:53])([CH3:52])[CH3:51])N1C=CC=N1)=[O:39])([CH3:36])([CH3:35])[CH3:34], predict the reaction product. The product is: [C:1]([O:4][C@@H:5]([C@H:16]1[C@H:21]([NH:22][C:23](=[O:25])[CH3:24])[C@@H:20]([NH:26][C:41]([NH:40][C:38]([O:37][C:33]([CH3:36])([CH3:35])[CH3:34])=[O:39])=[N:47][C:48]([O:49][C:50]([CH3:53])([CH3:52])[CH3:51])=[O:54])[CH:19]=[C:18]([C:29]([O:31][CH3:32])=[O:30])[O:17]1)[C@H:6]([O:12][C:13](=[O:15])[CH3:14])[CH2:7][O:8][C:9](=[O:11])[CH3:10])(=[O:3])[CH3:2]. (4) Given the reactants CCN(C(C)C)C(C)C.[N:10]1[CH:15]=[CH:14][CH:13]=[CH:12][C:11]=1[N:16]1[CH:20]=[C:19]([C:21]([OH:23])=O)[N:18]=[N:17]1.C1C=CC2N(O)N=NC=2C=1.CCN=C=NCCCN(C)C.Cl.[NH2:46][CH2:47][C:48]([N:50]1[CH2:55][CH2:54][N:53]([C:56](=[O:66])[C:57]2[CH:62]=[C:61]([F:63])[C:60]([F:64])=[C:59]([F:65])[CH:58]=2)[CH2:52][CH2:51]1)=[O:49].FC1C=C(C=C(F)C=1F)C(O)=O, predict the reaction product. The product is: [O:49]=[C:48]([N:50]1[CH2:55][CH2:54][N:53]([C:56](=[O:66])[C:57]2[CH:58]=[C:59]([F:65])[C:60]([F:64])=[C:61]([F:63])[CH:62]=2)[CH2:52][CH2:51]1)[CH2:47][NH:46][C:21]([C:19]1[N:18]=[N:17][N:16]([C:11]2[CH:12]=[CH:13][CH:14]=[CH:15][N:10]=2)[CH:20]=1)=[O:23]. (5) Given the reactants CCOC(C1N(C(OC(C)(C)C)=O)C2=NC=C(OC(=O)C3C=CC=CC=3)C=C2C=1)=O.C[O:32][C:33]([C:35]1[CH:47]=[C:46]2[C:38]([N:39]3[C@H:44]([CH2:45]2)[CH2:43][N:42]([C:48]([O:50][C:51]([CH3:54])([CH3:53])[CH3:52])=[O:49])[CH2:41][C@H:40]3[CH3:55])=[N:37][C:36]=1[CH2:56][O:57][CH2:58][CH:59]1[CH2:61][CH2:60]1)=O.[H-].C([Al+]CC(C)C)C(C)C, predict the reaction product. The product is: [C:51]([O:50][C:48]([N:42]1[CH2:41][C@@H:40]([CH3:55])[N:39]2[C@H:44]([CH2:45][C:46]3[C:38]2=[N:37][C:36]([CH2:56][O:57][CH2:58][CH:59]2[CH2:60][CH2:61]2)=[C:35]([CH2:33][OH:32])[CH:47]=3)[CH2:43]1)=[O:49])([CH3:52])([CH3:53])[CH3:54]. (6) Given the reactants O[CH2:2][CH2:3][CH2:4][C:5]([CH2:10][C:11]1[CH:16]=[CH:15][C:14]([C:17]([F:20])([F:19])[F:18])=[CH:13][CH:12]=1)([C:8]#[N:9])[C:6]#[N:7].C(N(S(F)(F)[F:27])CC)C, predict the reaction product. The product is: [F:27][CH2:2][CH2:3][CH2:4][C:5]([CH2:10][C:11]1[CH:16]=[CH:15][C:14]([C:17]([F:20])([F:19])[F:18])=[CH:13][CH:12]=1)([C:8]#[N:9])[C:6]#[N:7]. (7) Given the reactants COC(=O)[C:4]1[CH:9]=[CH:8][CH:7]=[C:6]([NH:10][C:11](=[O:38])[CH2:12][N:13]2[N:19]=[C:18]([CH:20]3[CH2:25][CH2:24][CH2:23][CH2:22][CH2:21]3)[C:17]3[CH:26]=[CH:27][CH:28]=[CH:29][C:16]=3[N:15]([CH2:30][C:31](=[O:36])[C:32]([CH3:35])([CH3:34])[CH3:33])[C:14]2=[O:37])[CH:5]=1.CC(C)(C)C(=O)CN1C2C=CC=CC=2C(C2C=CC=CC=2)=NN(CC(O)=O)C1=O.[C:69]([O:73][C:74](=[O:84])[N:75](C1C=CC=C(N)C=1)[CH3:76])([CH3:72])([CH3:71])[CH3:70].C1(C2C3C=CC=CC=3N(CC(=O)C(C)(C)C)C(=O)N(CC(O)=O)N=2)CCCCC1.COC(=O)C1C=CC=C(N)C=1, predict the reaction product. The product is: [C:69]([O:73][C:74](=[O:84])[N:75]([C:4]1[CH:9]=[CH:8][CH:7]=[C:6]([NH:10][C:11](=[O:38])[CH2:12][N:13]2[N:19]=[C:18]([CH:17]3[CH2:16][CH2:29][CH2:28][CH2:27][CH2:26]3)[C:20]3[CH:21]=[CH:22][CH:23]=[CH:24][C:25]=3[N:15]([CH2:30][C:31](=[O:36])[C:32]([CH3:34])([CH3:35])[CH3:33])[C:14]2=[O:37])[CH:5]=1)[CH3:76])([CH3:72])([CH3:71])[CH3:70]. (8) Given the reactants Br[C:2]1[CH:3]=[C:4]([C:8]2[N:9]([C:13]3[CH:18]=[CH:17][CH:16]=[CH:15][CH:14]=3)[CH:10]=[CH:11][N:12]=2)[CH:5]=[CH:6][CH:7]=1.[NH2:19][C:20]1[CH:25]=[CH:24][CH:23]=[CH:22][CH:21]=1.CC(C)([O-])C.[Na+].C1(P(C2CCCCC2)C2C=CC=CC=2C2C(OC)=CC=CC=2OC)CCCCC1, predict the reaction product. The product is: [C:20]1([NH:19][C:2]2[CH:7]=[CH:6][CH:5]=[C:4]([C:8]3[N:9]([C:13]4[CH:18]=[CH:17][CH:16]=[CH:15][CH:14]=4)[CH:10]=[CH:11][N:12]=3)[CH:3]=2)[CH:25]=[CH:24][CH:23]=[CH:22][CH:21]=1.